Regression. Given two drug SMILES strings and cell line genomic features, predict the synergy score measuring deviation from expected non-interaction effect. From a dataset of NCI-60 drug combinations with 297,098 pairs across 59 cell lines. (1) Drug 1: CC1=C(C(CCC1)(C)C)C=CC(=CC=CC(=CC(=O)O)C)C. Drug 2: CN1C2=C(C=C(C=C2)N(CCCl)CCCl)N=C1CCCC(=O)O.Cl. Cell line: EKVX. Synergy scores: CSS=13.6, Synergy_ZIP=-2.87, Synergy_Bliss=-1.72, Synergy_Loewe=-13.1, Synergy_HSA=-2.65. (2) Drug 1: CC1=C2C(C(=O)C3(C(CC4C(C3C(C(C2(C)C)(CC1OC(=O)C(C(C5=CC=CC=C5)NC(=O)OC(C)(C)C)O)O)OC(=O)C6=CC=CC=C6)(CO4)OC(=O)C)O)C)O. Drug 2: CN1C2=C(C=C(C=C2)N(CCCl)CCCl)N=C1CCCC(=O)O.Cl. Cell line: SR. Synergy scores: CSS=69.6, Synergy_ZIP=1.70, Synergy_Bliss=2.58, Synergy_Loewe=-57.8, Synergy_HSA=3.71. (3) Drug 1: C1=CC(=CC=C1CC(C(=O)O)N)N(CCCl)CCCl.Cl. Drug 2: C1=NC(=NC(=O)N1C2C(C(C(O2)CO)O)O)N. Cell line: MALME-3M. Synergy scores: CSS=1.55, Synergy_ZIP=-2.11, Synergy_Bliss=1.56, Synergy_Loewe=-3.64, Synergy_HSA=-2.72. (4) Drug 1: CC=C1C(=O)NC(C(=O)OC2CC(=O)NC(C(=O)NC(CSSCCC=C2)C(=O)N1)C(C)C)C(C)C. Drug 2: C1=CN(C=N1)CC(O)(P(=O)(O)O)P(=O)(O)O. Cell line: PC-3. Synergy scores: CSS=44.6, Synergy_ZIP=3.94, Synergy_Bliss=3.12, Synergy_Loewe=-73.0, Synergy_HSA=1.21. (5) Drug 2: C1=CC=C(C=C1)NC(=O)CCCCCCC(=O)NO. Synergy scores: CSS=36.9, Synergy_ZIP=1.50, Synergy_Bliss=8.08, Synergy_Loewe=3.40, Synergy_HSA=7.40. Cell line: HOP-62. Drug 1: C1CCC(CC1)NC(=O)N(CCCl)N=O. (6) Drug 1: C1=NNC2=C1C(=O)NC=N2. Drug 2: COCCOC1=C(C=C2C(=C1)C(=NC=N2)NC3=CC=CC(=C3)C#C)OCCOC.Cl. Cell line: OVCAR-5. Synergy scores: CSS=8.71, Synergy_ZIP=-2.33, Synergy_Bliss=2.03, Synergy_Loewe=1.28, Synergy_HSA=2.03. (7) Drug 1: C1=CC(=CC=C1CCC2=CNC3=C2C(=O)NC(=N3)N)C(=O)NC(CCC(=O)O)C(=O)O. Drug 2: CCC1(CC2CC(C3=C(CCN(C2)C1)C4=CC=CC=C4N3)(C5=C(C=C6C(=C5)C78CCN9C7C(C=CC9)(C(C(C8N6C)(C(=O)OC)O)OC(=O)C)CC)OC)C(=O)OC)O.OS(=O)(=O)O. Cell line: SNB-19. Synergy scores: CSS=47.3, Synergy_ZIP=-7.44, Synergy_Bliss=-5.78, Synergy_Loewe=-3.69, Synergy_HSA=-2.09. (8) Drug 1: CC1=C2C(C(=O)C3(C(CC4C(C3C(C(C2(C)C)(CC1OC(=O)C(C(C5=CC=CC=C5)NC(=O)OC(C)(C)C)O)O)OC(=O)C6=CC=CC=C6)(CO4)OC(=O)C)OC)C)OC. Drug 2: C1=NC2=C(N=C(N=C2N1C3C(C(C(O3)CO)O)F)Cl)N. Cell line: DU-145. Synergy scores: CSS=66.3, Synergy_ZIP=7.49, Synergy_Bliss=7.35, Synergy_Loewe=5.32, Synergy_HSA=10.5.